Predict the reactants needed to synthesize the given product. From a dataset of Full USPTO retrosynthesis dataset with 1.9M reactions from patents (1976-2016). (1) Given the product [Cl:1][C:2]1[C:10]([C:11]#[N:12])=[CH:9][CH:8]=[C:7]2[C:3]=1[CH:4]=[C:5]([CH:13]([F:14])[F:15])[N:6]2[CH2:17][C:18]#[N:19], predict the reactants needed to synthesize it. The reactants are: [Cl:1][C:2]1[C:10]([C:11]#[N:12])=[CH:9][CH:8]=[C:7]2[C:3]=1[CH:4]=[C:5]([CH:13]([F:15])[F:14])[NH:6]2.Br[CH2:17][C:18]#[N:19].C([O-])([O-])=O.[Cs+].[Cs+]. (2) Given the product [NH2:1][C:2]([C:4]1[CH:5]=[C:6]([C:29]2[CH:30]=[CH:31][S:27][CH:28]=2)[CH:7]=[C:8]2[C:12]=1[NH:11][CH:10]=[C:9]2[CH:13]1[CH2:18][CH2:17][N:16]([C:19]([O:21][C:22]([CH3:25])([CH3:24])[CH3:23])=[O:20])[CH2:15][CH2:14]1)=[O:3], predict the reactants needed to synthesize it. The reactants are: [NH2:1][C:2]([C:4]1[CH:5]=[C:6](Br)[CH:7]=[C:8]2[C:12]=1[NH:11][CH:10]=[C:9]2[CH:13]1[CH2:18][CH2:17][N:16]([C:19]([O:21][C:22]([CH3:25])([CH3:24])[CH3:23])=[O:20])[CH2:15][CH2:14]1)=[O:3].[S:27]1[CH:31]=[CH:30][C:29](B(O)O)=[CH:28]1.C(=O)([O-])[O-].[K+].[K+]. (3) The reactants are: N#N.[SH:3][CH2:4][CH2:5][CH2:6][Si:7]([O:14][CH2:15][CH3:16])([O:11][CH2:12][CH3:13])[O:8][CH2:9][CH3:10].C(N(CC)CC)C.[C:24](Cl)(=[O:32])[CH2:25][CH2:26][CH2:27][CH2:28][CH2:29][CH2:30][CH3:31]. Given the product [C:24]([S:3][CH2:4][CH2:5][CH2:6][Si:7]([O:14][CH2:15][CH3:16])([O:8][CH2:9][CH3:10])[O:11][CH2:12][CH3:13])(=[O:32])[CH2:25][CH2:26][CH2:27][CH2:28][CH2:29][CH2:30][CH3:31], predict the reactants needed to synthesize it. (4) Given the product [NH2:1][C:2]1[C:7]2[C:8](=[O:20])[N:9]([C:13]3[CH:18]=[CH:17][C:16]([C:32]4[CH:31]=[CH:30][C:24]([CH2:25][NH:26][C:27](=[O:29])[CH3:28])=[CH:23][C:22]=4[Cl:21])=[CH:15][CH:14]=3)[CH2:10][CH2:11][O:12][C:6]=2[N:5]=[CH:4][N:3]=1, predict the reactants needed to synthesize it. The reactants are: [NH2:1][C:2]1[C:7]2[C:8](=[O:20])[N:9]([C:13]3[CH:18]=[CH:17][C:16](Br)=[CH:15][CH:14]=3)[CH2:10][CH2:11][O:12][C:6]=2[N:5]=[CH:4][N:3]=1.[Cl:21][C:22]1[CH:23]=[C:24]([CH:30]=[CH:31][C:32]=1B1OC(C)(C)C(C)(C)O1)[CH2:25][NH:26][C:27](=[O:29])[CH3:28].P([O-])([O-])([O-])=O.[K+].[K+].[K+].CO. (5) Given the product [ClH:28].[CH:1]1([N:5]2[CH2:6][CH2:7][CH:8]([CH2:11][CH:12]3[CH2:13][CH2:14][N:15]([C:18]4[N:19]=[CH:20][C:21]([C:24]([OH:26])=[O:25])=[N:22][CH:23]=4)[CH2:16][CH2:17]3)[CH2:9][CH2:10]2)[CH2:2][CH2:3][CH2:4]1, predict the reactants needed to synthesize it. The reactants are: [CH:1]1([N:5]2[CH2:10][CH2:9][CH:8]([CH2:11][CH:12]3[CH2:17][CH2:16][N:15]([C:18]4[N:19]=[CH:20][C:21]([C:24]([O:26]C)=[O:25])=[N:22][CH:23]=4)[CH2:14][CH2:13]3)[CH2:7][CH2:6]2)[CH2:4][CH2:3][CH2:2]1.[ClH:28]. (6) The reactants are: S(C1C=CC(C)=CC=1)([O-])(=O)=O.[NH2:12][C@@H:13]([CH3:22])[C:14]([O:16][CH2:17][C:18]([CH3:21])([CH3:20])[CH3:19])=[O:15].[Cl:23][P:24]([O:27][C:28]1[CH:29]=[C:30]2[C:35](=[CH:36][CH:37]=1)[CH:34]=[C:33]([C@H:38]([CH3:43])[C:39]([O:41][CH3:42])=[O:40])[CH:32]=[CH:31]2)(Cl)=[O:25]. Given the product [Cl:23][P:24]([O:27][C:28]1[CH:29]=[C:30]2[C:35](=[CH:36][CH:37]=1)[CH:34]=[C:33]([C@H:38]([CH3:43])[C:39]([O:41][CH3:42])=[O:40])[CH:32]=[CH:31]2)([NH:12][C@@H:13]([CH3:22])[C:14]([O:16][CH2:17][C:18]([CH3:21])([CH3:20])[CH3:19])=[O:15])=[O:25], predict the reactants needed to synthesize it. (7) The reactants are: [CH2:1]([S:8][C:9]1[CH:17]=[C:16]([C:18]([OH:20])=O)[CH:15]=[C:14]2[C:10]=1[C:11]1[CH:24]=[C:23]([CH3:25])[CH:22]=[N:21][C:12]=1[NH:13]2)[C:2]1[CH:7]=[CH:6][CH:5]=[CH:4][CH:3]=1.C(S(C1C=C(C2C=C([C:46]([N:48]3[CH2:53]C[N:51](C)[CH2:50][CH2:49]3)=O)C=C3C=2C2C=C(C)C=NC=2N3)C=CC=1)(=O)=O)C. Given the product [CH2:1]([S:8][C:9]1[CH:17]=[C:16]([C:18]([NH:51][CH2:50][CH2:49][N:48]([CH3:53])[CH3:46])=[O:20])[CH:15]=[C:14]2[C:10]=1[C:11]1[CH:24]=[C:23]([CH3:25])[CH:22]=[N:21][C:12]=1[NH:13]2)[C:2]1[CH:3]=[CH:4][CH:5]=[CH:6][CH:7]=1, predict the reactants needed to synthesize it. (8) Given the product [C:1]([O:5][C:6]([NH:8][C@@H:9]1[C:27](=[O:28])[N:26]2[C@@H:22]([CH2:23][C@@H:24]([O:29][C:30]3[C:39]4[C:34](=[CH:35][C:36]([O:40][CH3:41])=[CH:37][CH:38]=4)[N:33]=[C:32]([C:42]4[CH:43]=[CH:44][CH:45]=[CH:46][CH:47]=4)[CH:31]=3)[CH2:25]2)[C:21](=[O:48])[NH:20][C@@:19]2([C:49]([OH:51])=[O:50])[C@@H:17]([CH2:18]2)[CH2:16][CH2:15][CH2:14][CH2:13][CH2:12][CH2:11][CH2:10]1)=[O:7])([CH3:4])([CH3:2])[CH3:3], predict the reactants needed to synthesize it. The reactants are: [C:1]([O:5][C:6]([NH:8][C@@H:9]1[C:27](=[O:28])[N:26]2[C@@H:22]([CH2:23][C@@H:24]([O:29][C:30]3[C:39]4[C:34](=[CH:35][C:36]([O:40][CH3:41])=[CH:37][CH:38]=4)[N:33]=[C:32]([C:42]4[CH:47]=[CH:46][CH:45]=[CH:44][CH:43]=4)[CH:31]=3)[CH2:25]2)[C:21](=[O:48])[NH:20][C@@:19]2([C:49]([OH:51])=[O:50])[C@@H:17]([CH2:18]2)[CH:16]=[CH:15][CH2:14][CH2:13][CH2:12][CH2:11][CH2:10]1)=[O:7])([CH3:4])([CH3:3])[CH3:2].[N+](C([O-])=O)(C([O-])=O)=[N-].[K+].[K+].CC(O)=O. (9) The reactants are: [C:1]([O:5][C:6]([N:8]1[CH2:13][CH2:12][C:11](=O)[CH2:10][CH:9]1[CH2:15][C:16]1[CH:21]=[CH:20][CH:19]=[CH:18][CH:17]=1)=[O:7])([CH3:4])([CH3:3])[CH3:2].C1(C)C=CC(S([CH2:31][N+:32]#[C-])(=O)=O)=CC=1.CC(C)([O-])C.[K+].O. Given the product [CH2:15]([CH:9]1[CH2:10][CH:11]([C:31]#[N:32])[CH2:12][CH2:13][N:8]1[C:6]([O:5][C:1]([CH3:4])([CH3:3])[CH3:2])=[O:7])[C:16]1[CH:21]=[CH:20][CH:19]=[CH:18][CH:17]=1, predict the reactants needed to synthesize it.